From a dataset of Full USPTO retrosynthesis dataset with 1.9M reactions from patents (1976-2016). Predict the reactants needed to synthesize the given product. Given the product [CH3:16][N:17]([CH3:22])[CH2:18][CH2:19][N:20]([CH3:21])[C:12]1[C:11]2[C:6](=[CH:7][CH:8]=[C:9]([N+:13]([O-:15])=[O:14])[CH:10]=2)[NH:5][N:4]=1, predict the reactants needed to synthesize it. The reactants are: [N+]([N:4]1[CH:12]=[C:11]2[C:6]([CH:7]=[CH:8][C:9]([N+:13]([O-:15])=[O:14])=[CH:10]2)=[N:5]1)([O-])=O.[CH3:16][N:17]([CH3:22])[CH2:18][CH2:19][NH:20][CH3:21].